From a dataset of Forward reaction prediction with 1.9M reactions from USPTO patents (1976-2016). Predict the product of the given reaction. Given the reactants [NH:1]1[CH2:6][CH2:5][NH:4][CH2:3][CH2:2]1.CCN(C(C)C)C(C)C.[C:16](O[C:16]([O:18][C:19]([CH3:22])([CH3:21])[CH3:20])=[O:17])([O:18][C:19]([CH3:22])([CH3:21])[CH3:20])=[O:17], predict the reaction product. The product is: [N:1]1([C:16]([O:18][C:19]([CH3:22])([CH3:21])[CH3:20])=[O:17])[CH2:6][CH2:5][NH:4][CH2:3][CH2:2]1.